From a dataset of Catalyst prediction with 721,799 reactions and 888 catalyst types from USPTO. Predict which catalyst facilitates the given reaction. (1) Reactant: [NH2:1][C:2]1[CH:7]=[CH:6][C:5]([Br:8])=[CH:4][C:3]=1[CH:9]([C:11]1[CH:16]=[CH:15][CH:14]=[C:13]([O:17][CH3:18])[C:12]=1[Cl:19])[OH:10].[CH3:20][O:21][C:22]1[CH:29]=[C:28]([O:30][CH3:31])[CH:27]=[CH:26][C:23]=1[CH:24]=O.[BH4-].[Na+]. Product: [Br:8][C:5]1[CH:6]=[CH:7][C:2]([NH:1][CH2:24][C:23]2[CH:26]=[CH:27][C:28]([O:30][CH3:31])=[CH:29][C:22]=2[O:21][CH3:20])=[C:3]([CH:9]([C:11]2[CH:16]=[CH:15][CH:14]=[C:13]([O:17][CH3:18])[C:12]=2[Cl:19])[OH:10])[CH:4]=1. The catalyst class is: 13. (2) Reactant: [CH2:1]([C@@H:8]1[CH2:12]OC(=O)[N:9]1[C:14](=[O:17])[CH2:15][CH3:16])[C:2]1[CH:7]=[CH:6][CH:5]=[CH:4][CH:3]=1.ClCCl.[O-:21]S(C(F)(F)F)(=O)=O.C([B+]CCCC)CCC.C(N(CC)CC)C.[CH:45](=[O:48])[CH2:46][CH3:47].P([O-])([O-])([O-])=O.[CH3:54][OH:55]. Product: [CH2:1]([C@@H:8]1[CH2:12][O:55][C:54](=[O:21])[N:9]1[C:14](=[O:17])[C@H:15]([CH3:16])[C@@H:45]([OH:48])[CH2:46][CH3:47])[C:2]1[CH:3]=[CH:4][CH:5]=[CH:6][CH:7]=1. The catalyst class is: 4. (3) Reactant: Cl[C:2]1[N:7]=[C:6]([Cl:8])[N:5]=[C:4]([N:9]2[CH2:14][CH2:13][O:12][CH2:11][CH2:10]2)[N:3]=1.[OH:15][CH:16]1[CH2:21][CH2:20][N:19]([C:22]([O:24][C:25]([CH3:28])([CH3:27])[CH3:26])=[O:23])[CH2:18][CH2:17]1.[H-].[Na+].C(Cl)Cl.CCOC(C)=O. Product: [Cl:8][C:6]1[N:5]=[C:4]([N:9]2[CH2:14][CH2:13][O:12][CH2:11][CH2:10]2)[N:3]=[C:2]([O:15][CH:16]2[CH2:17][CH2:18][N:19]([C:22]([O:24][C:25]([CH3:28])([CH3:27])[CH3:26])=[O:23])[CH2:20][CH2:21]2)[N:7]=1. The catalyst class is: 1. (4) Reactant: [F:1][C:2]1[CH:7]=[CH:6][CH:5]=[C:4]([NH2:8])[C:3]=1[NH2:9].[C:10](N1C=CN=C1)(N1C=CN=C1)=[O:11].N. Product: [F:1][C:2]1[C:3]2[NH:9][C:10](=[O:11])[NH:8][C:4]=2[CH:5]=[CH:6][CH:7]=1. The catalyst class is: 87. (5) Reactant: [Cl:1][C:2]1[CH:7]=[CH:6][C:5]([CH2:8][C:9]([OH:11])=[O:10])=[CH:4][C:3]=1[OH:12].[C:13](Cl)(=O)[CH3:14]. Product: [Cl:1][C:2]1[CH:7]=[CH:6][C:5]([CH2:8][C:9]([O:11][CH2:13][CH3:14])=[O:10])=[CH:4][C:3]=1[OH:12]. The catalyst class is: 8. (6) Reactant: C([O:3][P:4]1(=[O:45])[CH2:28][C:27]2[CH:29]=[CH:30][C:24](=[C:25]([O:31][CH3:32])[CH:26]=2)[NH:23][C:22]2=[N:33][C:18](=[C:19]([C:34]([F:37])([F:36])[F:35])[CH:20]=[N:21]2)[NH:17][C:16]2[CH:38]=[CH:39][C:13](=[N:14][C:15]=2[C:40]([NH:42][CH3:43])=[O:41])[C:12]2=[CH:44][N:9]([N:10]=[CH:11]2)[CH2:8][CH2:7][CH2:6][O:5]1)C. Product: [OH:45][P:4]1(=[O:3])[CH2:28][C:27]2[CH:29]=[CH:30][C:24](=[C:25]([O:31][CH3:32])[CH:26]=2)[NH:23][C:22]2=[N:33][C:18](=[C:19]([C:34]([F:36])([F:35])[F:37])[CH:20]=[N:21]2)[NH:17][C:16]2[CH:38]=[CH:39][C:13](=[N:14][C:15]=2[C:40]([NH:42][CH3:43])=[O:41])[C:12]2=[CH:44][N:9]([N:10]=[CH:11]2)[CH2:8][CH2:7][CH2:6][O:5]1. The catalyst class is: 33.